Dataset: Forward reaction prediction with 1.9M reactions from USPTO patents (1976-2016). Task: Predict the product of the given reaction. (1) Given the reactants [OH:1][C:2]([CH3:8])([CH3:7])[C:3]([O:5][CH3:6])=[O:4].[H-].[Na+].I[CH3:12], predict the reaction product. The product is: [CH3:12][O:1][C:2]([CH3:8])([CH3:7])[C:3]([O:5][CH3:6])=[O:4]. (2) The product is: [NH2:3][C:4]1[C:9]([F:10])=[CH:8][C:7]([O:11][C:14]2[CH:19]=[CH:18][N:17]=[C:16]([C:20]([NH2:22])=[O:21])[CH:15]=2)=[C:6]([F:12])[CH:5]=1. Given the reactants [H-].[K+].[NH2:3][C:4]1[C:9]([F:10])=[CH:8][C:7]([OH:11])=[C:6]([F:12])[CH:5]=1.Cl[C:14]1[CH:19]=[CH:18][N:17]=[C:16]([C:20]([NH2:22])=[O:21])[CH:15]=1, predict the reaction product. (3) Given the reactants Cl.[CH3:2][O:3][C:4](=[O:26])[CH:5]([O:23][CH2:24][CH3:25])[CH2:6][C:7]1[CH:12]=[CH:11][CH:10]=[C:9](CCNCCCCCCC)[CH:8]=1.C([N:30]([CH2:34][CH3:35])[CH:31]([CH3:33])C)(C)C.[F:36][C:37]1[CH:42]=[C:41]([F:43])[CH:40]=[CH:39][C:38]=1[CH2:44][C:45](Cl)=[O:46].Cl, predict the reaction product. The product is: [CH3:2][O:3][C:4](=[O:26])[CH:5]([O:23][CH2:24][CH3:25])[CH2:6][C:7]1[CH:12]=[CH:11][C:10]([CH2:35][CH2:34][N:30]([C:45](=[O:46])[CH2:44][C:38]2[CH:39]=[CH:40][C:41]([F:43])=[CH:42][C:37]=2[F:36])[CH2:31][CH2:33][CH2:4][CH2:5][CH2:6][CH2:7][CH3:8])=[CH:9][CH:8]=1. (4) Given the reactants [NH:1]1[CH2:6][CH:5]=[C:4]([C:7]2[CH:12]=[CH:11][N:10]3[N:13]=[CH:14][CH:15]=[C:9]3[N:8]=2)[CH2:3][CH2:2]1.Cl[C:17]([O:19][CH:20]([CH3:22])[CH3:21])=[O:18], predict the reaction product. The product is: [N:13]1[N:10]2[CH:11]=[CH:12][C:7]([C:4]3[CH2:3][CH2:2][N:1]([C:17]([O:19][CH:20]([CH3:22])[CH3:21])=[O:18])[CH2:6][CH:5]=3)=[N:8][C:9]2=[CH:15][CH:14]=1. (5) Given the reactants [CH3:1][O:2][C:3]1[CH:4]=[C:5]2[C:10](=[CH:11][CH:12]=1)[C:9](=[O:13])[NH:8][C:7](=[O:14])[CH2:6]2.[C:15]([O:18][C:19](=O)C)(=O)C.COC(OC)OC, predict the reaction product. The product is: [CH3:1][O:2][C:3]1[CH:4]=[C:5]2[C:10](=[CH:11][CH:12]=1)[C:9](=[O:13])[NH:8][C:7](=[O:14])[C:6]2=[CH:15][O:18][CH3:19]. (6) Given the reactants [CH2:1]([C:3]1[CH:4]=[CH:5][C:6]2[CH:10]=[C:9]([C:11]([O:13]CC)=[O:12])[S:8][C:7]=2[CH:16]=1)[CH3:2].O.[OH-].[Li+], predict the reaction product. The product is: [CH2:1]([C:3]1[CH:4]=[CH:5][C:6]2[CH:10]=[C:9]([C:11]([OH:13])=[O:12])[S:8][C:7]=2[CH:16]=1)[CH3:2]. (7) Given the reactants [Cl-].[Na+].[Cl:3][C:4]1[N:9]=[C:8]([NH:10][CH2:11][CH:12]2[O:16][CH2:15][CH2:14][O:13]2)[C:7]([N+:17]([O-])=O)=[CH:6][CH:5]=1, predict the reaction product. The product is: [NH2:17][C:7]1[C:8]([NH:10][CH2:11][CH:12]2[O:16][CH2:15][CH2:14][O:13]2)=[N:9][C:4]([Cl:3])=[CH:5][CH:6]=1. (8) Given the reactants [F:1][C:2]1[CH:7]=[CH:6][CH:5]=[CH:4][C:3]=1[C:8]1[CH:13]=[C:12]([C:14]2[CH:19]=[N:18][CH:17]=[C:16]([C:20]3[CH:21]=[N:22][N:23]([CH2:25][CH2:26][O:27]C4CCCCO4)[CH:24]=3)[N:15]=2)[CH:11]=[CH:10][N:9]=1.Cl, predict the reaction product. The product is: [F:1][C:2]1[CH:7]=[CH:6][CH:5]=[CH:4][C:3]=1[C:8]1[CH:13]=[C:12]([C:14]2[N:15]=[C:16]([C:20]3[CH:21]=[N:22][N:23]([CH2:25][CH2:26][OH:27])[CH:24]=3)[CH:17]=[N:18][CH:19]=2)[CH:11]=[CH:10][N:9]=1. (9) Given the reactants [OH:1][CH2:2][C:3]1[C:8]2[S:9][CH:10]=[C:11]([CH2:12][CH2:13][OH:14])[C:7]=2[CH:6]=[CH:5][CH:4]=1.[CH3:15][O:16][C:17]([CH3:19])=[CH2:18].[C:20]1([CH3:30])C=CC(S(O)(=O)=O)=C[CH:21]=1.[NH+]1C=CC=CC=1.[C:37](=O)([O-])[OH:38].[Na+], predict the reaction product. The product is: [CH3:15][O:16][C:17]([CH3:19])([O:14][CH2:13][CH2:12][C:11]1[C:7]2[CH:6]=[CH:5][CH:4]=[C:3]([CH2:2][O:1][C:20]([O:38][CH3:37])([CH3:30])[CH3:21])[C:8]=2[S:9][CH:10]=1)[CH3:18]. (10) Given the reactants C([O-])([O-])=O.[Cs+].[Cs+].C(O[C:10]([C:12]1[CH:20]=[C:19]([OH:21])[C:15]2[CH:16]=[CH:17][O:18][C:14]=2[CH:13]=1)=[O:11])C.[F:22][C:23]1[CH:33]=[C:32](F)[CH:31]=[CH:30][C:24]=1[C:25]([N:27]([CH3:29])[CH3:28])=[O:26].[CH3:35][N:36]1[CH:40]=[CH:39][C:38]([NH2:41])=[N:37]1.CN(C(ON1N=NC2C=CC=NC1=2)=[N+](C)C)C.F[P-](F)(F)(F)(F)F, predict the reaction product. The product is: [CH3:28][N:27]([CH3:29])[C:25]([C:24]1[CH:30]=[CH:31][C:32]([O:21][C:19]2[C:15]3[CH:16]=[CH:17][O:18][C:14]=3[CH:13]=[C:12]([C:10]([NH:41][C:38]3[CH:39]=[CH:40][N:36]([CH3:35])[N:37]=3)=[O:11])[CH:20]=2)=[CH:33][C:23]=1[F:22])=[O:26].